Predict the reactants needed to synthesize the given product. From a dataset of Full USPTO retrosynthesis dataset with 1.9M reactions from patents (1976-2016). (1) Given the product [Cl:1][C:2]1[CH:16]=[CH:15][C:5]([O:6][C:7]2[CH:14]=[CH:13][CH:12]=[CH:11][C:8]=2[CH2:9][NH:10][CH:28]2[CH2:29][CH2:30][N:25]([C:17]([C:18]3[CH:23]=[CH:22][CH:21]=[CH:20][CH:19]=3)=[O:24])[CH2:26][CH2:27]2)=[CH:4][CH:3]=1, predict the reactants needed to synthesize it. The reactants are: [Cl:1][C:2]1[CH:16]=[CH:15][C:5]([O:6][C:7]2[CH:14]=[CH:13][CH:12]=[CH:11][C:8]=2[CH2:9][NH2:10])=[CH:4][CH:3]=1.[C:17]([N:25]1[CH2:30][CH2:29][C:28](=O)[CH2:27][CH2:26]1)(=[O:24])[C:18]1[CH:23]=[CH:22][CH:21]=[CH:20][CH:19]=1.[BH-](OC(C)=O)(OC(C)=O)OC(C)=O.[Na+].C(O)(=O)C. (2) The reactants are: [ClH:1].C(OC([N:9]1[CH2:14][CH2:13][CH:12]([N:15]2[CH2:19][CH2:18][C@H:17]([O:20][C:21]3[CH:22]=[CH:23][C:24]([C:27]([O:29][CH3:30])=[O:28])=[N:25][CH:26]=3)[C:16]2=[O:31])[CH2:11][CH2:10]1)=O)(C)(C)C. Given the product [ClH:1].[O:31]=[C:16]1[C@@H:17]([O:20][C:21]2[CH:22]=[CH:23][C:24]([C:27]([O:29][CH3:30])=[O:28])=[N:25][CH:26]=2)[CH2:18][CH2:19][N:15]1[CH:12]1[CH2:13][CH2:14][NH:9][CH2:10][CH2:11]1, predict the reactants needed to synthesize it. (3) Given the product [C:17]([NH:21][C:6]([C:5]1[S:1][C:2]2[CH2:12][CH2:11][CH2:10][CH2:9][C:3]=2[CH:4]=1)=[O:8])([CH3:20])([CH3:19])[CH3:18], predict the reactants needed to synthesize it. The reactants are: [S:1]1[C:5]([C:6]([OH:8])=O)=[CH:4][C:3]2[CH2:9][CH2:10][CH2:11][CH2:12][C:2]1=2.S(Cl)(Cl)=O.[C:17]([NH2:21])([CH3:20])([CH3:19])[CH3:18]. (4) Given the product [CH3:23][O:22][C:19](=[O:21])[CH2:20][C@:10]([NH:12][S@@:13]([C:15]([CH3:16])([CH3:18])[CH3:17])=[O:14])([C:6]1[CH:7]=[CH:8][CH:9]=[C:4]([N+:1]([O-:3])=[O:2])[CH:5]=1)[CH3:11], predict the reactants needed to synthesize it. The reactants are: [N+:1]([C:4]1[CH:5]=[C:6](/[C:10](=[N:12]/[S@@:13]([C:15]([CH3:18])([CH3:17])[CH3:16])=[O:14])/[CH3:11])[CH:7]=[CH:8][CH:9]=1)([O-:3])=[O:2].[C:19]([O:22][CH3:23])(=[O:21])[CH3:20]. (5) Given the product [CH3:11][S:8]([C:5]1[CH:6]=[CH:7][C:2]([C:17]#[C:16][Si:13]([CH3:15])([CH3:14])[CH3:12])=[CH:3][CH:4]=1)(=[O:10])=[O:9], predict the reactants needed to synthesize it. The reactants are: Br[C:2]1[CH:7]=[CH:6][C:5]([S:8]([CH3:11])(=[O:10])=[O:9])=[CH:4][CH:3]=1.[CH3:12][Si:13]([C:16]#[CH:17])([CH3:15])[CH3:14]. (6) Given the product [CH2:1]([CH:3]1[C:8]([C:9]2[CH:28]=[CH:27][C:12]3[N:13]=[C:14]([C:16]4[CH:17]=[CH:18][C:19]([O:22][CH2:23][CH:24]([OH:26])[CH3:25])=[CH:20][CH:21]=4)[O:15][C:11]=3[CH:10]=2)=[N:7][NH:6][C:5](=[O:29])[CH2:4]1)[CH3:2], predict the reactants needed to synthesize it. The reactants are: [CH2:1]([CH:3]1[C:8]([C:9]2[CH:28]=[CH:27][C:12]3[N:13]=[C:14]([C:16]4[CH:21]=[CH:20][C:19]([O:22][CH2:23][C:24](=[O:26])[CH3:25])=[CH:18][CH:17]=4)[O:15][C:11]=3[CH:10]=2)=[N:7][NH:6][C:5](=[O:29])[CH2:4]1)[CH3:2].[BH4-].[Na+].